From a dataset of Forward reaction prediction with 1.9M reactions from USPTO patents (1976-2016). Predict the product of the given reaction. (1) Given the reactants [CH:1]([C:4]1[CH:9]=[CH:8][CH:7]=[C:6]([CH:10]([CH3:12])[CH3:11])[C:5]=1[N:13]1[CH:17]=[CH:16][N:15]=[C:14]1[C:18]1[CH:19]=[C:20]([C:26]2[CH:31]=[CH:30][CH:29]=[CH:28][CH:27]=2)[CH:21]=[C:22]([O:24]C)[CH:23]=1)([CH3:3])[CH3:2].Cl.N1C=CC=CC=1, predict the reaction product. The product is: [CH:1]([C:4]1[CH:9]=[CH:8][CH:7]=[C:6]([CH:10]([CH3:12])[CH3:11])[C:5]=1[N:13]1[CH:17]=[CH:16][N:15]=[C:14]1[C:18]1[CH:23]=[C:22]([OH:24])[CH:21]=[C:20]([C:26]2[CH:27]=[CH:28][CH:29]=[CH:30][CH:31]=2)[CH:19]=1)([CH3:2])[CH3:3]. (2) Given the reactants C(OC(=O)[NH:7][C@H:8]([CH2:23][OH:24])[CH2:9][CH2:10][N:11]1[CH2:14][CH:13]([O:15][C:16]2[CH:21]=[CH:20][C:19]([Cl:22])=[CH:18][CH:17]=2)[CH2:12]1)(C)(C)C.FC(F)(F)C(O)=O, predict the reaction product. The product is: [NH2:7][C@@H:8]([CH2:9][CH2:10][N:11]1[CH2:14][CH:13]([O:15][C:16]2[CH:17]=[CH:18][C:19]([Cl:22])=[CH:20][CH:21]=2)[CH2:12]1)[CH2:23][OH:24]. (3) Given the reactants C(O[CH2:9][C:10]1[C:11](OC)=[N:12][CH:13]=[CH:14][C:15]=1[C@@:16]([OH:23])([CH2:21][CH3:22])[CH2:17][C:18](O)=[O:19])C1C=CC=CC=1.Br, predict the reaction product. The product is: [CH2:21]([C@:16]1([OH:23])[C:15]2[CH:14]=[CH:13][NH:12][CH2:11][C:10]=2[CH2:9][O:19][CH2:18][CH2:17]1)[CH3:22]. (4) The product is: [C:3]1([CH3:12])[CH:4]=[CH:9][CH:10]=[CH:11][CH:2]=1.[CH2:25]1[CH2:26][CH2:27][CH2:28][CH2:29][CH2:30]1. Given the reactants O[C:2]1[CH:11]=[CH:10][C:9]2[C:4](=CC=CC=2)[C:3]=1[CH:12]=O.Br[CH2:25][CH:26]([CH2:25][CH2:26][CH2:27][CH2:28][CH2:29][CH3:30])[CH2:27][CH2:28][CH2:29][CH2:30]CCCC.C(=O)([O-])[O-].[K+].[K+], predict the reaction product. (5) Given the reactants CS(O[CH2:6][CH2:7][N:8]1[C:12]2=[N:13][CH:14]=[N:15][C:16]([NH2:17])=[C:11]2[C:10]([C:18]2[CH:23]=[CH:22][C:21]([NH:24][C:25]([C:27]3[N:28]([CH3:36])[C:29]4[C:34]([CH:35]=3)=[CH:33][CH:32]=[CH:31][CH:30]=4)=[O:26])=[C:20]([O:37][CH3:38])[CH:19]=2)=[N:9]1)(=O)=O.[CH3:39][NH:40][CH3:41].C(N(CC)CC)C.[I-].[Na+], predict the reaction product. The product is: [NH2:17][C:16]1[N:15]=[CH:14][N:13]=[C:12]2[N:8]([CH2:7][CH2:6][N:40]([CH3:41])[CH3:39])[N:9]=[C:10]([C:18]3[CH:23]=[CH:22][C:21]([NH:24][C:25]([C:27]4[N:28]([CH3:36])[C:29]5[C:34]([CH:35]=4)=[CH:33][CH:32]=[CH:31][CH:30]=5)=[O:26])=[C:20]([O:37][CH3:38])[CH:19]=3)[C:11]=12. (6) Given the reactants Br[CH2:2][C:3](Br)=[O:4].[CH3:6][O:7][C:8]1[CH:16]=[CH:15][CH:14]=[C:13]2[C:9]=1[CH2:10][CH2:11][CH:12]2[NH2:17].[CH3:18][O:19][C:20]1[CH:21]=[C:22]([CH:39]=[CH:40][C:41]=1[O:42][CH3:43])[CH2:23][CH:24]1[C:30]2[CH:31]=[C:32]([O:37][CH3:38])[C:33]([O:35][CH3:36])=[CH:34][C:29]=2[CH2:28][CH2:27][CH2:26][NH:25]1, predict the reaction product. The product is: [CH3:18][O:19][C:20]1[CH:21]=[C:22]([CH:39]=[CH:40][C:41]=1[O:42][CH3:43])[CH2:23][CH:24]1[C:30]2[CH:31]=[C:32]([O:37][CH3:38])[C:33]([O:35][CH3:36])=[CH:34][C:29]=2[CH2:28][CH2:27][CH2:26][N:25]1[CH2:2][C:3]([NH:17][CH:12]1[C:13]2[C:9](=[C:8]([O:7][CH3:6])[CH:16]=[CH:15][CH:14]=2)[CH2:10][CH2:11]1)=[O:4]. (7) Given the reactants [Br:1][C:2]1[CH:3]=[CH:4][C:5]([N:10]2[CH2:15][CH2:14][CH2:13][CH2:12][CH:11]2[CH2:16][CH3:17])=[C:6]([CH:9]=1)[CH:7]=[O:8].[BH4-].[Na+], predict the reaction product. The product is: [Br:1][C:2]1[CH:3]=[CH:4][C:5]([N:10]2[CH2:15][CH2:14][CH2:13][CH2:12][CH:11]2[CH2:16][CH3:17])=[C:6]([CH2:7][OH:8])[CH:9]=1. (8) Given the reactants [Cl:1][C:2]1[CH:3]=[C:4]2[C:10]([S:11]([C:14]3[CH:15]=[C:16]([NH2:20])[CH:17]=[CH:18][CH:19]=3)(=[O:13])=[O:12])=[CH:9][NH:8][C:5]2=[N:6][CH:7]=1.[CH2:21]([S:24](Cl)(=[O:26])=[O:25])[CH2:22][CH3:23], predict the reaction product. The product is: [Cl:1][C:2]1[CH:3]=[C:4]2[C:10]([S:11]([C:14]3[CH:15]=[C:16]([NH:20][S:24]([CH2:21][CH2:22][CH3:23])(=[O:26])=[O:25])[CH:17]=[CH:18][CH:19]=3)(=[O:13])=[O:12])=[CH:9][NH:8][C:5]2=[N:6][CH:7]=1. (9) Given the reactants OC(C(F)(F)F)=O.OC(C(F)(F)F)=O.[CH2:15]([N:18]1[CH2:23][CH2:22][NH:21][CH2:20][CH2:19]1)[C:16]#[CH:17].C(=O)([O-])[O-].[K+].[K+].Br[CH2:31][CH2:32][CH2:33][OH:34], predict the reaction product. The product is: [CH2:15]([N:18]1[CH2:23][CH2:22][N:21]([CH2:31][CH2:32][CH2:33][OH:34])[CH2:20][CH2:19]1)[C:16]#[CH:17]. (10) Given the reactants [OH-].[K+].[Br:3][C:4]1[CH:17]=[CH:16][C:7]([CH2:8][O:9][CH2:10][C:11]([F:15])([F:14])[CH2:12][OH:13])=[CH:6][CH:5]=1.I[CH:19]([CH3:21])[CH3:20], predict the reaction product. The product is: [Br:3][C:4]1[CH:17]=[CH:16][C:7]([CH2:8][O:9][CH2:10][C:11]([F:14])([F:15])[CH2:12][O:13][CH:19]([CH3:21])[CH3:20])=[CH:6][CH:5]=1.